This data is from Full USPTO retrosynthesis dataset with 1.9M reactions from patents (1976-2016). The task is: Predict the reactants needed to synthesize the given product. Given the product [CH3:9][O:8][C:7]1[CH:6]=[CH:5][C:4]([C:10](=[O:12])[CH3:11])=[CH:3][C:2]=1[O:1][CH2:20][CH2:21][CH2:22][O:23][CH3:24], predict the reactants needed to synthesize it. The reactants are: [OH:1][C:2]1[CH:3]=[C:4]([C:10](=[O:12])[CH3:11])[CH:5]=[CH:6][C:7]=1[O:8][CH3:9].C([O-])([O-])=O.[K+].[K+].Br[CH2:20][CH2:21][CH2:22][O:23][CH3:24].